From a dataset of Catalyst prediction with 721,799 reactions and 888 catalyst types from USPTO. Predict which catalyst facilitates the given reaction. (1) Reactant: [F:1][C:2]1[CH:3]=[C:4]([CH:6]=[CH:7][C:8]=1[F:9])[NH2:5].[CH:10]([C:12]1[N:13]=[CH:14][NH:15][CH:16]=1)=O.C(O[BH-](OC(=O)C)OC(=O)C)(=O)C.[Na+].C(O)(=O)C. Product: [F:1][C:2]1[CH:3]=[C:4]([NH:5][CH2:10][C:12]2[N:13]=[CH:14][NH:15][CH:16]=2)[CH:6]=[CH:7][C:8]=1[F:9]. The catalyst class is: 26. (2) Reactant: Br[C:2]1[CH:3]=[C:4]2[C:9](=[CH:10][CH:11]=1)[NH:8][C:7](=[O:12])[N:6]([CH3:13])[C:5]2([CH3:20])[C:14]1[CH:19]=[CH:18][CH:17]=[CH:16][CH:15]=1.C([O-])([O-])=O.[Na+].[Na+].[CH3:27][C:28]1[C:32](B(O)O)=[C:31]([CH3:36])[O:30][N:29]=1. Product: [CH3:27][C:28]1[C:32]([C:2]2[CH:3]=[C:4]3[C:9](=[CH:10][CH:11]=2)[NH:8][C:7](=[O:12])[N:6]([CH3:13])[C:5]3([CH3:20])[C:14]2[CH:19]=[CH:18][CH:17]=[CH:16][CH:15]=2)=[C:31]([CH3:36])[O:30][N:29]=1. The catalyst class is: 75.